Dataset: Reaction yield outcomes from USPTO patents with 853,638 reactions. Task: Predict the reaction yield, written as a fraction of the theoretical maximum amount of product (1.0 means a 100% yield; for example, 0.34 means a 34% yield). (1) The reactants are [C:1]([C:5]1[CH:9]=[C:8]([NH2:10])[N:7]([C:11]2[CH:16]=[CH:15][C:14]([CH3:17])=[CH:13][CH:12]=2)[N:6]=1)([CH3:4])([CH3:3])[CH3:2].C(=O)([O-])[O-].[Na+].[Na+].Cl[C:25]([O:27][C:28]1[CH:33]=[CH:32][CH:31]=[CH:30][CH:29]=1)=[O:26]. The catalyst is C(OC(C)C)(=O)C.O. The product is [C:1]([C:5]1[CH:9]=[C:8]([NH:10][C:25](=[O:26])[O:27][C:28]2[CH:33]=[CH:32][CH:31]=[CH:30][CH:29]=2)[N:7]([C:11]2[CH:12]=[CH:13][C:14]([CH3:17])=[CH:15][CH:16]=2)[N:6]=1)([CH3:4])([CH3:3])[CH3:2]. The yield is 0.880. (2) The reactants are [C:1]([C:5]1[N:6]=[C:7]([N:14]2[CH2:20][C:16]3([CH2:19][O:18][CH2:17]3)[CH2:15]2)[C:8]2[CH:13]=[CH:12][NH:11][C:9]=2[N:10]=1)([CH3:4])([CH3:3])[CH3:2].[H-].[Na+].Br[CH2:24][C:25]1[CH:30]=[CH:29][CH:28]=[CH:27][C:26]=1[Cl:31].[NH4+].[Cl-]. The catalyst is CN(C=O)C. The product is [C:1]([C:5]1[N:6]=[C:7]([N:14]2[CH2:15][C:16]3([CH2:17][O:18][CH2:19]3)[CH2:20]2)[C:8]2[CH:13]=[CH:12][N:11]([CH2:24][C:25]3[CH:30]=[CH:29][CH:28]=[CH:27][C:26]=3[Cl:31])[C:9]=2[N:10]=1)([CH3:4])([CH3:2])[CH3:3]. The yield is 0.320. (3) The reactants are [Si]([O:8][C:9]1[CH:14]=[CH:13][C:12]([Cl:15])=[CH:11][C:10]=1[NH:16][C:17]([NH:19][C:20]1[CH:25]=[N:24][C:23]([C:26]#[N:27])=[CH:22][N:21]=1)=[O:18])(C(C)(C)C)(C)C.Br.[F-].[K+].Cl. The catalyst is CN(C=O)C. The product is [Cl:15][C:12]1[CH:13]=[CH:14][C:9]([OH:8])=[C:10]([NH:16][C:17]([NH:19][C:20]2[CH:25]=[N:24][C:23]([C:26]#[N:27])=[CH:22][N:21]=2)=[O:18])[CH:11]=1. The yield is 0.822. (4) The product is [ClH:44].[ClH:44].[NH2:34][C@H:31]1[CH2:32][CH2:33][N:29]([CH:3]([C:4]2[CH:5]=[CH:6][C:7]3[N:8]([C:10]([C:13]4[CH:22]=[CH:21][C:20]5[C:15](=[CH:16][C:17]([C:23]([NH:24][CH:25]([CH3:27])[CH3:26])=[O:28])=[CH:18][CH:19]=5)[N:14]=4)=[N:11][N:12]=3)[CH:9]=2)[C:2]([F:43])([F:42])[F:1])[CH2:30]1. The catalyst is C(Cl)Cl.CC(O)C. The reactants are [F:1][C:2]([F:43])([F:42])[CH:3]([N:29]1[CH2:33][CH2:32][C@H:31]([NH:34]C(=O)OC(C)(C)C)[CH2:30]1)[C:4]1[CH:5]=[CH:6][C:7]2[N:8]([C:10]([C:13]3[CH:22]=[CH:21][C:20]4[C:15](=[CH:16][C:17]([C:23](=[O:28])[NH:24][CH:25]([CH3:27])[CH3:26])=[CH:18][CH:19]=4)[N:14]=3)=[N:11][N:12]=2)[CH:9]=1.[ClH:44]. The yield is 0.957. (5) The reactants are N.C[O:3][C:4]1[CH:9]=[CH:8][C:7]([Si:10]([CH3:13])([CH3:12])[CH3:11])=[CH:6][CH:5]=1.[Na].C(O)(=O)C(O)=O. The catalyst is CCOCC.O.CCO. The product is [CH3:11][Si:10]([CH3:13])([CH3:12])[CH:7]1[CH2:8][CH2:9][C:4](=[O:3])[CH2:5][CH2:6]1. The yield is 0.720. (6) The reactants are [C:1]([O:5][C:6](=[O:21])[CH2:7][O:8][C:9]1[C:14]2[CH2:15][CH2:16][CH2:17][CH2:18][CH:19]([NH2:20])[C:13]=2[CH:12]=[CH:11][CH:10]=1)([CH3:4])([CH3:3])[CH3:2].C(N(C(C)C)CC)(C)C.[Br:31][C:32]1[CH:33]=[C:34]([S:38](Cl)(=[O:40])=[O:39])[CH:35]=[CH:36][CH:37]=1. The catalyst is C1COCC1. The product is [C:1]([O:5][C:6](=[O:21])[CH2:7][O:8][C:9]1[C:14]2[CH2:15][CH2:16][CH2:17][CH2:18][CH:19]([NH:20][S:38]([C:34]3[CH:35]=[CH:36][CH:37]=[C:32]([Br:31])[CH:33]=3)(=[O:40])=[O:39])[C:13]=2[CH:12]=[CH:11][CH:10]=1)([CH3:4])([CH3:2])[CH3:3]. The yield is 0.570. (7) The catalyst is C(O)C.O.[Fe]. The yield is 0.850. The product is [Cl:1][C:2]1[N:7]=[CH:6][C:5]([C:8]2[C:13]([C:14]([F:15])([F:16])[F:17])=[CH:12][CH:11]=[CH:10][N:9]=2)=[CH:4][C:3]=1[NH2:18]. The reactants are [Cl:1][C:2]1[N:7]=[CH:6][C:5]([C:8]2[C:13]([C:14]([F:17])([F:16])[F:15])=[CH:12][CH:11]=[CH:10][N:9]=2)=[CH:4][C:3]=1[N+:18]([O-])=O.[Cl-].[Ca+2].[Cl-].